This data is from Peptide-MHC class I binding affinity with 185,985 pairs from IEDB/IMGT. The task is: Regression. Given a peptide amino acid sequence and an MHC pseudo amino acid sequence, predict their binding affinity value. This is MHC class I binding data. (1) The peptide sequence is DFISMYFPW. The MHC is HLA-A02:16 with pseudo-sequence HLA-A02:16. The binding affinity (normalized) is 0.0847. (2) The peptide sequence is MQTMLFTMLR. The MHC is HLA-A31:01 with pseudo-sequence HLA-A31:01. The binding affinity (normalized) is 0.790. (3) The peptide sequence is MAMGILHTI. The binding affinity (normalized) is 0.308. The MHC is HLA-C06:02 with pseudo-sequence HLA-C06:02. (4) The peptide sequence is FFTYLCGFI. The MHC is HLA-A01:01 with pseudo-sequence HLA-A01:01. The binding affinity (normalized) is 0.0138. (5) The peptide sequence is YLDFGGPEG. The MHC is HLA-A11:01 with pseudo-sequence HLA-A11:01. The binding affinity (normalized) is 0.0847. (6) The peptide sequence is SMHYKLDEV. The MHC is HLA-A26:01 with pseudo-sequence HLA-A26:01. The binding affinity (normalized) is 0.0847. (7) The peptide sequence is SIIQEKLGY. The MHC is HLA-B48:01 with pseudo-sequence HLA-B48:01. The binding affinity (normalized) is 0.0847.